From a dataset of Full USPTO retrosynthesis dataset with 1.9M reactions from patents (1976-2016). Predict the reactants needed to synthesize the given product. Given the product [CH2:6]([O:8][C:9]1[CH:10]=[C:11](/[CH:12]=[CH:31]/[C:32]([NH:33][CH:34]2[C:42]3[C:37](=[CH:38][CH:39]=[CH:40][CH:41]=3)[CH2:36][CH2:35]2)=[O:43])[CH:14]=[CH:15][C:16]=1[N:17]1[CH:21]=[C:20]([CH3:22])[N:19]=[CH:18]1)[CH3:7], predict the reactants needed to synthesize it. The reactants are: C1COCC1.[CH2:6]([O:8][C:9]1[CH:10]=[C:11]([CH:14]=[CH:15][C:16]=1[N:17]1[CH:21]=[C:20]([CH3:22])[N:19]=[CH:18]1)[CH:12]=O)[CH3:7].C(OP([CH2:31][C:32](=[O:43])[NH:33][CH:34]1[C:42]2[C:37](=[CH:38][CH:39]=[CH:40][CH:41]=2)[CH2:36][CH2:35]1)(=O)OCC)C.O.[OH-].[Li+].